This data is from Catalyst prediction with 721,799 reactions and 888 catalyst types from USPTO. The task is: Predict which catalyst facilitates the given reaction. (1) Reactant: C(=O)(O)O.[NH2:5][C:6]([NH2:8])=[NH:7].[CH3:9][N:10]([CH3:33])[CH2:11][CH2:12][CH2:13][O:14][C:15]1[CH:30]=[CH:29][C:18]([CH2:19][CH:20]([C:26](=O)[CH3:27])[C:21](OCC)=[O:22])=[C:17]([O:31][CH3:32])[CH:16]=1. Product: [NH2:7][C:6]1[N:8]=[C:21]([OH:22])[C:20]([CH2:19][C:18]2[CH:29]=[CH:30][C:15]([O:14][CH2:13][CH2:12][CH2:11][N:10]([CH3:33])[CH3:9])=[CH:16][C:17]=2[O:31][CH3:32])=[C:26]([CH3:27])[N:5]=1. The catalyst class is: 14. (2) Reactant: [Si:1]([O:8][C@H:9]([CH2:16][CH:17]=[CH2:18])[CH2:10][C:11]([O:13]CC)=[O:12])([C:4]([CH3:7])([CH3:6])[CH3:5])([CH3:3])[CH3:2].[OH-].[K+]. Product: [Si:1]([O:8][C@H:9]([CH2:16][CH:17]=[CH2:18])[CH2:10][C:11]([OH:13])=[O:12])([C:4]([CH3:7])([CH3:6])[CH3:5])([CH3:2])[CH3:3]. The catalyst class is: 5. (3) Reactant: [CH3:1][O:2][C:3]([C:5]1[S:6][C:7](Br)=[CH:8][CH:9]=1)=[O:4].[N:11]1[CH:16]=[CH:15][C:14](B(O)O)=[CH:13][CH:12]=1.C(=O)([O-])[O-].[Na+].[Na+]. Product: [CH3:1][O:2][C:3]([C:5]1[S:6][C:7]([C:14]2[CH:15]=[CH:16][N:11]=[CH:12][CH:13]=2)=[CH:8][CH:9]=1)=[O:4]. The catalyst class is: 339. (4) Reactant: [H-].[Na+].[C:3]([O:11][CH2:12][CH3:13])(=[O:10])[CH2:4][C:5]([O:7][CH2:8][CH3:9])=[O:6].[H][H].CS(O[C@@H:21]([CH3:26])[CH2:22][CH2:23][CH2:24][CH3:25])(=O)=O.[Cl-].[NH4+]. Product: [CH2:12]([O:11][C:3](=[O:10])[CH:4]([C@H:21]([CH3:26])[CH2:22][CH2:23][CH2:24][CH3:25])[C:5]([O:7][CH2:8][CH3:9])=[O:6])[CH3:13]. The catalyst class is: 454. (5) Product: [C:4]1(=[O:5])[O:6][C:1](=[O:7])[CH:2]=[CH:3]1.[C:8]1([C:14]2[C:15]3([CH2:21][CH3:22])[CH2:20][CH:18]([CH:19]=2)[CH2:17][CH2:16]3)[CH:13]=[CH:12][CH:11]=[CH:10][CH:9]=1. Reactant: [C:1]1(=[O:7])[O:6][C:4](=[O:5])[CH:3]=[CH:2]1.[C:8]1([C:14]2[C:15]3([CH2:21][CH3:22])[CH2:20][CH:18]([CH:19]=2)[CH2:17][CH2:16]3)[CH:13]=[CH:12][CH:11]=[CH:10][CH:9]=1.CC(N=NC(C#N)(C)C)(C#N)C.[OH-].[Na+].CO. The catalyst class is: 674. (6) Reactant: CC1C=CC(S(O[CH2:12][CH2:13][C:14]#[C:15][C:16]2[C:24]3[C:23]([Cl:25])=[N:22][C:21]([NH2:26])=[N:20][C:19]=3[N:18]([CH2:27][C:28]3[C:33]([CH3:34])=[C:32]([O:35][CH3:36])[C:31]([CH3:37])=[CH:30][N:29]=3)[CH:17]=2)(=O)=O)=CC=1.[F-].[Cs+].CO. Product: [C:15]([C:16]1[C:24]2[C:23]([Cl:25])=[N:22][C:21]([NH2:26])=[N:20][C:19]=2[N:18]([CH2:27][C:28]2[C:33]([CH3:34])=[C:32]([O:35][CH3:36])[C:31]([CH3:37])=[CH:30][N:29]=2)[CH:17]=1)#[C:14][CH:13]=[CH2:12]. The catalyst class is: 85. (7) Reactant: [CH:1]1([C:7]([C:9]2[CH:14]=[CH:13][CH:12]=[CH:11][CH:10]=2)=O)[CH2:6][CH2:5][CH2:4][CH2:3][CH2:2]1.[BH3-]C#[N:17].[Na+]. Product: [CH:1]1([CH:7]([C:9]2[CH:14]=[CH:13][CH:12]=[CH:11][CH:10]=2)[NH2:17])[CH2:6][CH2:5][CH2:4][CH2:3][CH2:2]1. The catalyst class is: 5. (8) Reactant: [CH3:1][N:2]1[C:6]([C:7]2[S:8][CH:9]=[C:10]([C:12]([O:14][CH2:15][CH3:16])=[O:13])[N:11]=2)=[CH:5][CH:4]=[N:3]1.[Cl:17]N1C(=O)CCC1=O. The catalyst class is: 7. Product: [Cl:17][C:5]1[CH:4]=[N:3][N:2]([CH3:1])[C:6]=1[C:7]1[S:8][CH:9]=[C:10]([C:12]([O:14][CH2:15][CH3:16])=[O:13])[N:11]=1.